The task is: Predict the reactants needed to synthesize the given product.. This data is from Full USPTO retrosynthesis dataset with 1.9M reactions from patents (1976-2016). (1) Given the product [NH3:6].[CH3:27][OH:26].[F:64][C:58]1[C:59]([F:63])=[CH:60][CH:61]=[CH:62][C:57]=1[NH:56][C:54](=[O:55])[CH2:53][C:51]1[NH:50][N:49]=[C:48]([NH:47][C:41]2[C:40]3[C:45](=[CH:46][C:37]([O:36][CH2:35][CH:32]4[CH2:33][CH2:34][N:29]([CH2:28][CH2:27][OH:26])[CH2:30][CH2:31]4)=[CH:38][CH:39]=3)[N:44]=[CH:43][N:42]=2)[CH:52]=1, predict the reactants needed to synthesize it. The reactants are: [F-].C([N+:6](CCCC)(CCCC)CCCC)CCC.[Si]([O:26][CH2:27][CH2:28][N:29]1[CH2:34][CH2:33][CH:32]([CH2:35][O:36][C:37]2[CH:46]=[C:45]3[C:40]([C:41]([NH:47][C:48]4[CH:52]=[C:51]([CH2:53][C:54]([NH:56][C:57]5[CH:62]=[CH:61][CH:60]=[C:59]([F:63])[C:58]=5[F:64])=[O:55])[NH:50][N:49]=4)=[N:42][CH:43]=[N:44]3)=[CH:39][CH:38]=2)[CH2:31][CH2:30]1)(C(C)(C)C)(C)C. (2) Given the product [Si:26]([O:33][C@H:34]([CH3:38])[CH2:35][O:36][NH:37][C:21]([C:11]1[C:12]2[CH2:20][CH2:19][CH2:18][C:13]=2[C:14](=[O:17])[N:15]([CH3:16])[C:10]=1[NH:9][C:3]1[CH:4]=[CH:5][C:6]([I:8])=[CH:7][C:2]=1[F:1])=[O:22])([C:29]([CH3:32])([CH3:31])[CH3:30])([CH3:28])[CH3:27], predict the reactants needed to synthesize it. The reactants are: [F:1][C:2]1[CH:7]=[C:6]([I:8])[CH:5]=[CH:4][C:3]=1[NH:9][C:10]1[N:15]([CH3:16])[C:14](=[O:17])[C:13]2[CH2:18][CH2:19][CH2:20][C:12]=2[C:11]=1[C:21](OCC)=[O:22].[Si:26]([O:33][C@H:34]([CH3:38])[CH2:35][O:36][NH2:37])([C:29]([CH3:32])([CH3:31])[CH3:30])([CH3:28])[CH3:27].[Li+].C[Si]([N-][Si](C)(C)C)(C)C.